This data is from Full USPTO retrosynthesis dataset with 1.9M reactions from patents (1976-2016). The task is: Predict the reactants needed to synthesize the given product. (1) Given the product [CH3:31][O:30][C:27]1[CH:28]=[CH:29][C:24]([C:23]2[C:9]3[C:8]4[C:7](=[CH:22][CH:21]=[CH:20][CH:19]=4)[S:6][C:10]=3[CH:11]=[C:12]3[O:16][C:15]([CH3:17])=[C:14]([CH3:18])[C:13]=23)=[CH:25][CH:26]=1, predict the reactants needed to synthesize it. The reactants are: [Sn](Cl)(Cl)(Cl)Cl.[S:6]1[C:10]([CH2:11][C:12]2[O:16][C:15]([CH3:17])=[C:14]([CH3:18])[CH:13]=2)=[CH:9][C:8]2[CH:19]=[CH:20][CH:21]=[CH:22][C:7]1=2.[C:23](Cl)(=O)[C:24]1[CH:29]=[CH:28][C:27]([O:30][CH3:31])=[CH:26][CH:25]=1. (2) Given the product [F:1][C:2]1[C:3]([C:34]2[O:35][CH:36]=[CH:37][N:38]=2)=[C:4]([C:8]([N:10]2[C@@H:14]3[CH2:15][CH2:16][C@H:11]2[C@H:12]([NH:17][C:18]2[CH:23]=[N:22][C:21]([C:24]([F:27])([F:26])[F:25])=[CH:20][N:19]=2)[CH2:13]3)=[O:9])[CH:5]=[CH:6][CH:7]=1, predict the reactants needed to synthesize it. The reactants are: [F:1][C:2]1[C:3](I)=[C:4]([C:8]([N:10]2[C@@H:14]3[CH2:15][CH2:16][C@H:11]2[C@H:12]([NH:17][C:18]2[CH:23]=[N:22][C:21]([C:24]([F:27])([F:26])[F:25])=[CH:20][N:19]=2)[CH2:13]3)=[O:9])[CH:5]=[CH:6][CH:7]=1.C([Sn](CCCC)(CCCC)[C:34]1[O:35][CH:36]=[CH:37][N:38]=1)CCC.